Dataset: Full USPTO retrosynthesis dataset with 1.9M reactions from patents (1976-2016). Task: Predict the reactants needed to synthesize the given product. Given the product [CH3:25][C:24]1[CH:23]=[C:22]([CH3:26])[NH:21][C:20](=[O:27])[C:19]=1[CH2:18][NH:17][C:15]([C:4]1[C:5]2[CH:10]=[N:9][N:8]([CH:11]3[CH2:14][O:13][CH2:12]3)[C:6]=2[N:7]=[C:2]([C:33]2[CH2:32][C:31]([CH3:45])([CH3:44])[NH:30][C:29]([CH3:46])([CH3:28])[CH:34]=2)[CH:3]=1)=[O:16], predict the reactants needed to synthesize it. The reactants are: Br[C:2]1[CH:3]=[C:4]([C:15]([NH:17][CH2:18][C:19]2[C:20](=[O:27])[NH:21][C:22]([CH3:26])=[CH:23][C:24]=2[CH3:25])=[O:16])[C:5]2[CH:10]=[N:9][N:8]([CH:11]3[CH2:14][O:13][CH2:12]3)[C:6]=2[N:7]=1.[CH3:28][C:29]1([CH3:46])[CH2:34][C:33](B2OC(C)(C)C(C)(C)O2)=[CH:32][C:31]([CH3:45])([CH3:44])[NH:30]1.C([O-])([O-])=O.[Na+].[Na+].CCOC(C)=O.